This data is from Forward reaction prediction with 1.9M reactions from USPTO patents (1976-2016). The task is: Predict the product of the given reaction. (1) Given the reactants [CH2:1]([O:8][N:9]1[C:15](=[O:16])[N:14]2[CH2:17][C@H:10]1[CH2:11][CH2:12][C@H:13]2[C:18]([OH:20])=O)[C:2]1[CH:7]=[CH:6][CH:5]=[CH:4][CH:3]=1.Cl.Cl.[NH:23]([C:25]1[CH:26]=[N:27][CH:28]=[CH:29][CH:30]=1)[NH2:24].ON1C2C=CC=CC=2N=N1.Cl.C(N=C=NCCCN(C)C)C, predict the reaction product. The product is: [CH2:1]([O:8][N:9]1[C:15](=[O:16])[N:14]2[CH2:17][C@H:10]1[CH2:11][CH2:12][C@H:13]2[C:18]([NH:24][NH:23][C:25]1[CH:26]=[N:27][CH:28]=[CH:29][CH:30]=1)=[O:20])[C:2]1[CH:3]=[CH:4][CH:5]=[CH:6][CH:7]=1. (2) Given the reactants [NH2:1][C:2]1[C:7]([N+:8]([O-])=O)=[CH:6][C:5]([C:11]2[CH:16]=[CH:15][C:14]([F:17])=[CH:13][CH:12]=2)=[CH:4][N:3]=1.C(OCC)(=O)C.O1CCCC1.C(N(CC)CC)C, predict the reaction product. The product is: [NH2:1][C:2]1[C:7]([NH2:8])=[CH:6][C:5]([C:11]2[CH:12]=[CH:13][C:14]([F:17])=[CH:15][CH:16]=2)=[CH:4][N:3]=1. (3) Given the reactants [ClH:1].O1CCOCC1.[C:8]1([C@H:14]2[CH2:16][C@@H:15]2[NH:17][C:18]([N:20]2[CH2:25][CH2:24][N:23](C(OC(C)(C)C)=O)[CH2:22][C@H:21]2[C:33]([O:35]C)=O)=[O:19])[CH:13]=[CH:12][CH:11]=[CH:10][CH:9]=1, predict the reaction product. The product is: [ClH:1].[C:8]1([C@H:14]2[CH2:16][C@@H:15]2[N:17]2[C:33](=[O:35])[C@@H:21]3[CH2:22][NH:23][CH2:24][CH2:25][N:20]3[C:18]2=[O:19])[CH:9]=[CH:10][CH:11]=[CH:12][CH:13]=1. (4) Given the reactants [F:1][C:2]1[C:7]([F:8])=[CH:6][CH:5]=[CH:4][C:3]=1[C:9]1[N:35]=[C:12]2[CH:13]=[N:14][N:15]([CH2:17][C:18]3[N:23]=[N:22][C:21]([C:24]4[CH:29]=[CH:28][C:27]([OH:30])=[CH:26][C:25]=4[C:31]([F:34])([F:33])[F:32])=[CH:20][CH:19]=3)[CH:16]=[C:11]2[N:10]=1.Br[CH2:37][CH2:38][O:39][CH3:40], predict the reaction product. The product is: [F:1][C:2]1[C:7]([F:8])=[CH:6][CH:5]=[CH:4][C:3]=1[C:9]1[N:35]=[C:12]2[CH:13]=[N:14][N:15]([CH2:17][C:18]3[N:23]=[N:22][C:21]([C:24]4[CH:29]=[CH:28][C:27]([O:30][CH2:37][CH2:38][O:39][CH3:40])=[CH:26][C:25]=4[C:31]([F:33])([F:34])[F:32])=[CH:20][CH:19]=3)[CH:16]=[C:11]2[N:10]=1. (5) Given the reactants [CH2:1]([O:3][C:4]([C:6]1[C:10]([CH3:11])=[CH:9][NH:8][C:7]=1[CH2:12][C:13]([OH:15])=O)=[O:5])[CH3:2].Cl.C(N=C=N[CH2:22][CH2:23][CH2:24][N:25]([CH3:27])[CH3:26])C.O[N:29]1[C:33]2C=CC=CC=2N=N1.O, predict the reaction product. The product is: [CH2:1]([O:3][C:4]([C:6]1[C:10]([CH3:11])=[CH:9][NH:8][C:7]=1[CH2:12][C:13](=[O:15])[NH:29][CH2:33][CH2:27][N:25]1[CH2:24][CH2:23][CH2:22][CH2:26]1)=[O:5])[CH3:2]. (6) Given the reactants [Br:1][C:2]1[CH:3]=[C:4]([C:11]2[O:12][C:13]3[C:14]([N:19]=2)=[N:15][CH:16]=[CH:17][CH:18]=3)[C:5]2[O:9][CH2:8][CH2:7][C:6]=2[CH:10]=1.CC(N=NC(C#N)(C)C)(C#N)C.C1C(=O)N(Br)C(=O)C1, predict the reaction product. The product is: [Br:1][C:2]1[CH:3]=[C:4]([C:11]2[O:12][C:13]3[C:14]([N:19]=2)=[N:15][CH:16]=[CH:17][CH:18]=3)[C:5]2[O:9][CH:8]=[CH:7][C:6]=2[CH:10]=1. (7) Given the reactants [CH3:1][O:2][CH:3]([O:23][CH3:24])[C:4]1[N:13]=[C:12]2[C:7]([CH2:8][CH2:9][CH2:10][N:11]2[C:14]([O:16]C2C=CC=CC=2)=O)=[CH:6][CH:5]=1.[NH2:25][C:26]1[N:27]=[CH:28][C:29]([C:32]#[N:33])=[N:30][CH:31]=1, predict the reaction product. The product is: [C:32]([C:29]1[N:30]=[CH:31][C:26]([NH:25][C:14]([N:11]2[C:12]3[C:7](=[CH:6][CH:5]=[C:4]([CH:3]([O:2][CH3:1])[O:23][CH3:24])[N:13]=3)[CH2:8][CH2:9][CH2:10]2)=[O:16])=[N:27][CH:28]=1)#[N:33]. (8) Given the reactants [Cl:1][C:2]1[CH:8]=[C:7]([O:9][C:10]2[C:19]3[C:14](=[CH:15][C:16]([O:22][CH3:23])=[C:17]([O:20][CH3:21])[CH:18]=3)[N:13]=[CH:12][N:11]=2)[CH:6]=[CH:5][C:3]=1[NH2:4].[C:24]1([CH3:30])[CH:29]=[CH:28][CH:27]=[CH:26][CH:25]=1.C(N(CC)CC)C.Cl[C:39](Cl)([O:41][C:42](=[O:48])OC(Cl)(Cl)Cl)Cl.CC1C=CC(CO)=CC=1, predict the reaction product. The product is: [Cl:1][C:2]1[CH:8]=[C:7]([O:9][C:10]2[C:19]3[C:14](=[CH:15][C:16]([O:22][CH3:23])=[C:17]([O:20][CH3:21])[CH:18]=3)[N:13]=[CH:12][N:11]=2)[CH:6]=[CH:5][C:3]=1[NH:4][C:42](=[O:48])[O:41][CH2:39][C:27]1[CH:28]=[CH:29][C:24]([CH3:30])=[CH:25][CH:26]=1. (9) Given the reactants [OH:1][C:2]1[CH:7]=[C:6]([CH3:8])[C:5]([C:9](=[O:11])[CH3:10])=[C:4]([CH3:12])[CH:3]=1.Cl[C:14]1[N:19]=[CH:18][CH:17]=[CH:16][N:15]=1.C(=O)([O-])[O-].[K+].[K+].O, predict the reaction product. The product is: [CH3:12][C:4]1[CH:3]=[C:2]([O:1][C:14]2[N:19]=[CH:18][CH:17]=[CH:16][N:15]=2)[CH:7]=[C:6]([CH3:8])[C:5]=1[C:9](=[O:11])[CH3:10].